From a dataset of Full USPTO retrosynthesis dataset with 1.9M reactions from patents (1976-2016). Predict the reactants needed to synthesize the given product. (1) Given the product [C:1]([O:5][C:6]([N:8]1[CH2:9][CH2:10][CH:11]([CH:14]([N:16]2[C:20]3[N:21]=[CH:22][N:23]=[CH:24][C:19]=3[C:18]([C:26]([O:28][CH2:29][CH3:30])=[O:27])=[C:17]2[CH3:31])[CH3:15])[CH2:12][CH2:13]1)=[O:7])([CH3:3])([CH3:4])[CH3:2], predict the reactants needed to synthesize it. The reactants are: [C:1]([O:5][C:6]([N:8]1[CH2:13][CH2:12][CH:11]([CH:14]([N:16]2[C:20]3[N:21]=[C:22](Cl)[N:23]=[CH:24][C:19]=3[C:18]([C:26]([O:28][CH2:29][CH3:30])=[O:27])=[C:17]2[CH3:31])[CH3:15])[CH2:10][CH2:9]1)=[O:7])([CH3:4])([CH3:3])[CH3:2].[H][H]. (2) Given the product [F:48][C:26]1[CH:27]=[C:28]([NH:31][C:32]([C:34]2[C:35](=[O:47])[N:36]([C:41]3[CH:46]=[CH:45][CH:44]=[CH:43][CH:42]=3)[N:37]([CH3:40])[C:38]=2[CH3:39])=[O:33])[CH:29]=[CH:30][C:25]=1[O:24][C:18]1[C:17]2[C:22](=[CH:23][C:14]([O:5][CH2:6][CH2:7][CH2:8][C:9]3([OH:12])[CH2:11][CH2:10]3)=[CH:15][CH:16]=2)[N:21]=[CH:20][CH:19]=1, predict the reactants needed to synthesize it. The reactants are: CS([O:5][CH2:6][CH2:7][CH2:8][C:9]1([OH:12])[CH2:11][CH2:10]1)(=O)=O.O[C:14]1[CH:23]=[C:22]2[C:17]([C:18]([O:24][C:25]3[CH:30]=[CH:29][C:28]([NH:31][C:32]([C:34]4[C:35](=[O:47])[N:36]([C:41]5[CH:46]=[CH:45][CH:44]=[CH:43][CH:42]=5)[N:37]([CH3:40])[C:38]=4[CH3:39])=[O:33])=[CH:27][C:26]=3[F:48])=[CH:19][CH:20]=[N:21]2)=[CH:16][CH:15]=1.C(=O)([O-])[O-].[Cs+].[Cs+]. (3) The reactants are: [CH:1]([N:3]([CH2:12][C@@H:13]([CH2:17][CH2:18][CH2:19][CH2:20][CH:21]=[CH2:22])[C:14]([OH:16])=O)[O:4][CH2:5][C:6]1[CH:11]=[CH:10][CH:9]=[CH:8][CH:7]=1)=[O:2].[CH2:23]([C:27]1[N:32]=[C:31]([N:33]([CH3:35])[CH3:34])[N:30]=[C:29]([NH:36][NH2:37])[N:28]=1)[CH2:24][CH:25]=[CH2:26].CN1CCOCC1.C1C=NC2N(O)N=NC=2C=1.Cl.CN(C)CCCN=C=NCC. Given the product [CH2:23]([C:27]1[N:32]=[C:31]([N:33]([CH3:35])[CH3:34])[N:30]=[C:29]([NH:36][NH:37][C:14]([C@H:13]([CH2:17][CH2:18][CH2:19][CH2:20][CH:21]=[CH2:22])[CH2:12][N:3]([O:4][CH2:5][C:6]2[CH:7]=[CH:8][CH:9]=[CH:10][CH:11]=2)[CH:1]=[O:2])=[O:16])[N:28]=1)[CH2:24][CH:25]=[CH2:26], predict the reactants needed to synthesize it. (4) Given the product [Cl:11][C:9]1[CH:10]=[C:2]([C:12]#[N:13])[C:3]2[CH:4]=[N:5][NH:6][C:7]=2[CH:8]=1, predict the reactants needed to synthesize it. The reactants are: Br[C:2]1[CH:10]=[C:9]([Cl:11])[CH:8]=[C:7]2[C:3]=1[CH:4]=[N:5][NH:6]2.[CH3:12][N:13](C=O)C. (5) Given the product [Cl:1][C:2]1[CH:7]=[CH:6][C:5]([C:8]2[C:9]([O:17][CH2:18][CH:19]3[CH2:23][CH2:22][O:21][CH2:20]3)=[N:10][CH:11]=[C:12]([CH:16]=2)[C:13]([NH:32][CH2:31][C:29]2[O:28][N:27]=[C:26]([C:25]([F:34])([F:33])[F:24])[N:30]=2)=[O:14])=[CH:4][CH:3]=1, predict the reactants needed to synthesize it. The reactants are: [Cl:1][C:2]1[CH:7]=[CH:6][C:5]([C:8]2[C:9]([O:17][CH2:18][CH:19]3[CH2:23][CH2:22][O:21][CH2:20]3)=[N:10][CH:11]=[C:12]([CH:16]=2)[C:13](O)=[O:14])=[CH:4][CH:3]=1.[F:24][C:25]([F:34])([F:33])[C:26]1[N:30]=[C:29]([CH2:31][NH2:32])[O:28][N:27]=1. (6) Given the product [C:1]([O:5][C:6]([N:8]1[CH2:15][CH:14]2[NH:16][CH:10]([CH2:11][C:12](=[O:24])[CH2:13]2)[CH2:9]1)=[O:7])([CH3:4])([CH3:2])[CH3:3], predict the reactants needed to synthesize it. The reactants are: [C:1]([O:5][C:6]([N:8]1[CH2:15][CH:14]2[N:16](CC3C=CC=CC=3)[CH:10]([CH2:11][C:12](=[O:24])[CH2:13]2)[CH2:9]1)=[O:7])([CH3:4])([CH3:3])[CH3:2].[H][H]. (7) Given the product [CH3:24][O:23][C:20]1[N:19]=[C:18]([O:25][CH3:26])[C:17]([C:13]2[CH:12]=[C:11]([N:9]3[CH:10]=[C:6]([C:4]([C:29]4[CH:34]=[CH:33][CH:32]=[CH:31][N:30]=4)=[O:5])[N:7]=[CH:8]3)[CH:16]=[CH:15][CH:14]=2)=[CH:22][N:21]=1, predict the reactants needed to synthesize it. The reactants are: CON(C)[C:4]([C:6]1[N:7]=[CH:8][N:9]([C:11]2[CH:16]=[CH:15][CH:14]=[C:13]([C:17]3[C:18]([O:25][CH3:26])=[N:19][C:20]([O:23][CH3:24])=[N:21][CH:22]=3)[CH:12]=2)[CH:10]=1)=[O:5].Br[C:29]1[CH:34]=[CH:33][CH:32]=[CH:31][N:30]=1. (8) Given the product [CH3:36][O:37][CH2:38][C:39]1[CH:40]=[CH:41][C:42]([O:47][C:48]([F:49])([F:50])[F:51])=[C:43]([CH:44]=1)[CH2:45][NH:46][C:31]([NH:15][C:12]1[N:11]([C:16]2[CH:21]=[CH:20][CH:19]=[CH:18][CH:17]=2)[N:10]=[C:9]([C:6]2[CH:5]=[N:4][C:3]([O:2][CH3:1])=[N:8][CH:7]=2)[C:13]=1[CH3:14])=[O:32], predict the reactants needed to synthesize it. The reactants are: [CH3:1][O:2][C:3]1[N:8]=[CH:7][C:6]([C:9]2[C:13]([CH3:14])=[C:12]([NH2:15])[N:11]([C:16]3[CH:21]=[CH:20][CH:19]=[CH:18][CH:17]=3)[N:10]=2)=[CH:5][N:4]=1.C1(C2C=CC([CH2:31][O:32]C)=CC=2CN)CC1.[CH3:36][O:37][CH2:38][C:39]1[CH:40]=[CH:41][C:42]([O:47][C:48]([F:51])([F:50])[F:49])=[C:43]([CH2:45][NH2:46])[CH:44]=1. (9) Given the product [C:1]([CH:3]1[CH2:6][N:5]([C:7](=[O:48])[C@H:8]([NH:10][C:11]([C:13]2[C:21]3[C:16](=[N:17][CH:18]=[C:19]([C:22]4[C:30]5[C:25](=[CH:26][C:27]([Cl:31])=[CH:28][CH:29]=5)[N:24]([CH2:32][CH:33]([OH:34])[CH2:37][OH:36])[N:23]=4)[N:20]=3)[NH:15][CH:14]=2)=[O:12])[CH3:9])[CH2:4]1)#[N:2], predict the reactants needed to synthesize it. The reactants are: [C:1]([CH:3]1[CH2:6][N:5]([C:7](=[O:48])[C@H:8]([NH:10][C:11]([C:13]2[C:21]3[C:16](=[N:17][CH:18]=[C:19]([C:22]4[C:30]5[C:25](=[CH:26][C:27]([Cl:31])=[CH:28][CH:29]=5)[N:24]([CH2:32][CH:33]5[CH2:37][O:36]C(C)(C)[O:34]5)[N:23]=4)[N:20]=3)[N:15](COCC[Si](C)(C)C)[CH:14]=2)=[O:12])[CH3:9])[CH2:4]1)#[N:2].C(O)(C(F)(F)F)=O.